Dataset: Full USPTO retrosynthesis dataset with 1.9M reactions from patents (1976-2016). Task: Predict the reactants needed to synthesize the given product. (1) Given the product [Cl:9][C:10]1[CH:11]=[C:12]([C:17]23[CH2:2][CH:18]2[CH:19]([OH:22])[CH2:20][CH2:21]3)[CH:13]=[CH:14][C:15]=1[Cl:16], predict the reactants needed to synthesize it. The reactants are: [Zn](CC)[CH2:2]C.C(I)I.[Cl:9][C:10]1[CH:11]=[C:12]([C:17]2[CH2:21][CH2:20][CH:19]([OH:22])[CH:18]=2)[CH:13]=[CH:14][C:15]=1[Cl:16]. (2) Given the product [CH3:1][O:2][C:3]1[CH:11]=[CH:10][C:9]([N:12]2[C:16]([S:17]([CH3:20])(=[O:19])=[O:18])=[N:15][N:14]=[N:13]2)=[CH:8][C:4]=1[C:5]([N:47]1[CH2:48][CH2:49][C:45]([CH2:44][CH2:43][N:39]2[CH2:40][CH2:41][CH2:42][N:36]([C:28]3[N:27]([CH2:26][CH2:25][O:24][CH2:22][CH3:23])[C:31]4[CH:32]=[CH:33][CH:34]=[CH:35][C:30]=4[N:29]=3)[CH2:37][CH2:38]2)([C:50]2[CH:55]=[CH:54][CH:53]=[CH:52][CH:51]=2)[CH2:46]1)=[O:7], predict the reactants needed to synthesize it. The reactants are: [CH3:1][O:2][C:3]1[CH:11]=[CH:10][C:9]([N:12]2[C:16]([S:17]([CH3:20])(=[O:19])=[O:18])=[N:15][N:14]=[N:13]2)=[CH:8][C:4]=1[C:5]([OH:7])=O.Cl.[CH2:22]([O:24][CH2:25][CH2:26][N:27]1[C:31]2[CH:32]=[CH:33][CH:34]=[CH:35][C:30]=2[N:29]=[C:28]1[N:36]1[CH2:42][CH2:41][CH2:40][N:39]([CH2:43][CH2:44][C:45]2([C:50]3[CH:55]=[CH:54][CH:53]=[CH:52][CH:51]=3)[CH2:49][CH2:48][NH:47][CH2:46]2)[CH2:38][CH2:37]1)[CH3:23].